This data is from Reaction yield outcomes from USPTO patents with 853,638 reactions. The task is: Predict the reaction yield, written as a fraction of the theoretical maximum amount of product (1.0 means a 100% yield; for example, 0.34 means a 34% yield). (1) The reactants are C(OC([N:8]1[CH2:13][CH2:12][CH:11]([CH2:14][N:15]([C:20](=[O:46])[C:21]2[CH:26]=[CH:25][CH:24]=[C:23]([CH2:27][O:28][C:29]3[CH:34]=[CH:33][C:32]([C:35]4[C:43]5[O:42][CH:41]=[CH:40][C:39]=5[C:38]([F:44])=[C:37]([F:45])[CH:36]=4)=[CH:31][CH:30]=3)[CH:22]=2)[CH2:16][C:17]([OH:19])=[O:18])[CH2:10][CH2:9]1)=O)(C)(C)C.Cl.O1CCOCC1. No catalyst specified. The product is [F:44][C:38]1[C:39]2[CH:40]=[CH:41][O:42][C:43]=2[C:35]([C:32]2[CH:31]=[CH:30][C:29]([O:28][CH2:27][C:23]3[CH:22]=[C:21]([CH:26]=[CH:25][CH:24]=3)[C:20]([N:15]([CH2:14][CH:11]3[CH2:10][CH2:9][NH:8][CH2:13][CH2:12]3)[CH2:16][C:17]([OH:19])=[O:18])=[O:46])=[CH:34][CH:33]=2)=[CH:36][C:37]=1[F:45]. The yield is 0.870. (2) The reactants are O=C1CCC(=O)N1[O:8][C:9](=O)[CH2:10][CH2:11][CH:12]([NH:20][C:21]([CH:23]1[CH2:28][CH2:27][CH:26]([CH2:29][NH:30][C:31](=[O:57])[CH2:32][CH2:33][CH2:34][CH2:35][CH2:36][CH2:37][CH2:38][CH2:39][CH2:40][CH2:41][CH2:42][CH2:43][CH2:44][CH2:45][CH2:46][CH2:47][CH2:48][CH2:49][C:50]([O:52][C:53]([CH3:56])([CH3:55])[CH3:54])=[O:51])[CH2:25][CH2:24]1)=[O:22])[C:13]([O:15][C:16]([CH3:19])([CH3:18])[CH3:17])=[O:14].[NH2:59][C@H:60]([C:66]([O:68][C:69]([CH3:72])([CH3:71])[CH3:70])=[O:67])[CH2:61][CH2:62][C:63](=[O:65])[OH:64]. The catalyst is C1COCC1.O. The product is [C:69]([O:68][C:66](=[O:67])[CH:60]([NH:59][C:9](=[O:8])[CH2:10][CH2:11][CH:12]([C:13]([O:15][C:16]([CH3:19])([CH3:18])[CH3:17])=[O:14])[NH:20][C:21]([CH:23]1[CH2:24][CH2:25][CH:26]([CH2:29][NH:30][C:31](=[O:57])[CH2:32][CH2:33][CH2:34][CH2:35][CH2:36][CH2:37][CH2:38][CH2:39][CH2:40][CH2:41][CH2:42][CH2:43][CH2:44][CH2:45][CH2:46][CH2:47][CH2:48][CH2:49][C:50]([O:52][C:53]([CH3:54])([CH3:55])[CH3:56])=[O:51])[CH2:27][CH2:28]1)=[O:22])[CH2:61][CH2:62][C:63]([OH:64])=[O:65])([CH3:72])([CH3:71])[CH3:70]. The yield is 0.840. (3) The reactants are C(OC(=O)[NH:10][C@@H:11]([CH3:25])[CH2:12][NH:13][C:14]1[CH:19]=[CH:18][C:17]([O:20][C:21]([F:24])([F:23])[F:22])=[CH:16][CH:15]=1)C1C=CC=CC=1. The catalyst is C(O)C.[Pd]. The product is [F:22][C:21]([F:23])([F:24])[O:20][C:17]1[CH:16]=[CH:15][C:14]([NH:13][CH2:12][C@@H:11]([NH2:10])[CH3:25])=[CH:19][CH:18]=1. The yield is 0.720. (4) The reactants are [Br:1][C:2]1[N:3]=[C:4]([C:9]#[C:10][Si](C)(C)C)[C:5]([NH2:8])=[N:6][CH:7]=1.[H-].[Na+].[C:17]1([CH3:27])[CH:22]=[CH:21][C:20]([S:23](Cl)(=[O:25])=[O:24])=[CH:19][CH:18]=1. The catalyst is CN(C=O)C. The product is [Br:1][C:2]1[N:3]=[C:4]2[CH:9]=[CH:10][N:8]([S:23]([C:20]3[CH:21]=[CH:22][C:17]([CH3:27])=[CH:18][CH:19]=3)(=[O:25])=[O:24])[C:5]2=[N:6][CH:7]=1. The yield is 0.520. (5) The reactants are [CH3:1][C:2]1[N:3]([C:13]2[CH:18]=[CH:17][CH:16]=[C:15]([C:19]([F:22])([F:21])[F:20])[CH:14]=2)[C:4](=[O:12])[C:5]([C:8](OC)=[O:9])=[N:6][CH:7]=1.[CH3:23][NH2:24]. No catalyst specified. The product is [CH3:23][NH:24][C:8]([C:5]1[C:4](=[O:12])[N:3]([C:13]2[CH:18]=[CH:17][CH:16]=[C:15]([C:19]([F:22])([F:20])[F:21])[CH:14]=2)[C:2]([CH3:1])=[CH:7][N:6]=1)=[O:9]. The yield is 0.730.